This data is from Catalyst prediction with 721,799 reactions and 888 catalyst types from USPTO. The task is: Predict which catalyst facilitates the given reaction. Reactant: [Si:1]([O:8][C:9]1[CH:16]=[CH:15][C:12]([CH:13]=[O:14])=[C:11]([O:17][CH3:18])[CH:10]=1)([C:4]([CH3:7])([CH3:6])[CH3:5])([CH3:3])[CH3:2].[CH3:19][O:20][CH2:21][C:22]([O:24][CH3:25])=[O:23].C[Si]([N-][Si](C)(C)C)(C)C.[Na+]. Product: [CH3:25][O:24][C:22](=[O:23])[CH:21]([O:20][CH3:19])[CH:13]([C:12]1[CH:15]=[CH:16][C:9]([O:8][Si:1]([C:4]([CH3:7])([CH3:6])[CH3:5])([CH3:2])[CH3:3])=[CH:10][C:11]=1[O:17][CH3:18])[OH:14]. The catalyst class is: 1.